Dataset: Forward reaction prediction with 1.9M reactions from USPTO patents (1976-2016). Task: Predict the product of the given reaction. (1) The product is: [CH3:1][O:2][C:3]([C:4]1[CH:5]=[C:6]2[C:7](=[CH:8][CH:9]=1)[NH:10][CH:16]([C:15]1[CH:18]=[CH:19][CH:20]=[CH:21][C:14]=1[CH2:12][CH3:13])[CH2:22][C:23]2([CH3:25])[CH3:24])=[O:11]. Given the reactants [CH3:1][O:2][C:3](=[O:11])[C:4]1[CH:9]=[CH:8][C:7]([NH2:10])=[CH:6][CH:5]=1.[CH2:12]([C:14]1[CH:21]=[CH:20][CH:19]=[CH:18][C:15]=1[CH:16]=O)[CH3:13].[CH2:22]=[C:23]([CH3:25])[CH3:24].FC(F)(F)S([O-])(=O)=O.[Yb+3].FC(F)(F)S([O-])(=O)=O.FC(F)(F)S([O-])(=O)=O, predict the reaction product. (2) Given the reactants [C:1]([C:5]1[CH:6]=[C:7]([C:15](=[O:17])[CH3:16])[CH:8]=[C:9]([OH:14])[C:10]=1[O:11][CH2:12][CH3:13])([CH3:4])([CH3:3])[CH3:2].[CH2:18](I)[CH3:19].[H-].[Na+], predict the reaction product. The product is: [C:1]([C:5]1[CH:6]=[C:7]([C:15](=[O:17])[CH3:16])[CH:8]=[C:9]([O:14][CH2:18][CH3:19])[C:10]=1[O:11][CH2:12][CH3:13])([CH3:2])([CH3:3])[CH3:4].